Dataset: Catalyst prediction with 721,799 reactions and 888 catalyst types from USPTO. Task: Predict which catalyst facilitates the given reaction. (1) Reactant: [OH:1][C:2]1[CH:3]=[C:4]2[C:17](=[CH:18][CH:19]=1)[C:16]1[C:7](=[C:8]3[C:13](=[CH:14][CH:15]=1)[NH:12][C:11]([CH3:21])([CH3:20])[CH:10]=[C:9]3[CH3:22])[C:6](=[O:23])[O:5]2.C(=O)([O-])[O-].[K+].[K+].[C:30]([O:33][CH2:34]C)(=O)C.C(OCC)C. Product: [CH3:30][O:33][CH2:34][O:1][C:2]1[CH:3]=[C:4]2[C:17](=[CH:18][CH:19]=1)[C:16]1[C:7](=[C:8]3[C:13](=[CH:14][CH:15]=1)[NH:12][C:11]([CH3:20])([CH3:21])[CH:10]=[C:9]3[CH3:22])[C:6](=[O:23])[O:5]2. The catalyst class is: 9. (2) Reactant: C(N(CC)CC)C.[CH3:8][S:9](Cl)(=[O:11])=[O:10].[NH2:13][C:14]1[C:23]2[N:24]=[C:25]([CH2:32][O:33][NH2:34])[N:26]([CH2:27][C:28]([CH3:31])([OH:30])[CH3:29])[C:22]=2[C:21]2[CH:20]=[CH:19][CH:18]=[CH:17][C:16]=2[N:15]=1. Product: [NH2:13][C:14]1[C:23]2[N:24]=[C:25]([CH2:32][O:33][NH:34][S:9]([CH3:8])(=[O:11])=[O:10])[N:26]([CH2:27][C:28]([OH:30])([CH3:31])[CH3:29])[C:22]=2[C:21]2[CH:20]=[CH:19][CH:18]=[CH:17][C:16]=2[N:15]=1. The catalyst class is: 3. (3) Reactant: CN(C=O)C.S(Cl)([Cl:8])=O.[N:10]1[CH:15]=[CH:14][CH:13]=[CH:12][C:11]=1[C:16](O)=O.[C:19](=[O:22])(O)[O-].[Na+].[OH2:24]. Product: [Cl:8][C:13]1[CH:14]=[CH:15][N:10]=[C:11]([C:16]([O:22][CH3:19])=[O:24])[CH:12]=1. The catalyst class is: 11. (4) Reactant: [CH3:1][O:2][C:3](=[O:25])[C:4]([NH:14]C(OCC1C=CC=CC=1)=O)=[CH:5][C:6]1[CH:7]=[N:8][C:9]([O:12][CH3:13])=[CH:10][CH:11]=1.C(OCC)(=O)C. Product: [CH3:1][O:2][C:3](=[O:25])[CH:4]([NH2:14])[CH2:5][C:6]1[CH:7]=[N:8][C:9]([O:12][CH3:13])=[CH:10][CH:11]=1. The catalyst class is: 43. (5) Reactant: [Br:1][C:2]1[C:3]([O:10][CH2:11][C:12]([F:15])([F:14])[F:13])=[CH:4][C:5]([C:8]#N)=[N:6][CH:7]=1.N([O-])=[O:17].[Na+].[OH-:20].[Na+]. Product: [Br:1][C:2]1[C:3]([O:10][CH2:11][C:12]([F:15])([F:14])[F:13])=[CH:4][C:5]([C:8]([OH:17])=[O:20])=[N:6][CH:7]=1. The catalyst class is: 65.